Dataset: Reaction yield outcomes from USPTO patents with 853,638 reactions. Task: Predict the reaction yield, written as a fraction of the theoretical maximum amount of product (1.0 means a 100% yield; for example, 0.34 means a 34% yield). (1) The reactants are [CH2:1]([N:8]1[CH:13]2[CH2:14][CH2:15][CH:9]1[CH2:10][N:11]([C:16]1[CH:24]=[CH:23][CH:22]=[C:21]3[C:17]=1[C:18](=[O:37])[N:19]([CH2:26][C:27]1[CH:32]=[CH:31][C:30]([O:33][CH3:34])=[C:29]([O:35][CH3:36])[CH:28]=1)[C:20]3=[O:25])[CH2:12]2)[C:2]1[CH:7]=[CH:6][CH:5]=[CH:4][CH:3]=1.Br[CH:39](C1C=CC=CC=1)C.C([O-])([O-])=O.[K+].[K+]. The catalyst is CCOC(C)=O.[Pd]. The product is [CH3:36][O:35][C:29]1[CH:28]=[C:27]([CH:32]=[CH:31][C:30]=1[O:33][CH3:34])[CH2:26][N:19]1[C:18](=[O:37])[C:17]2[C:21](=[CH:22][CH:23]=[CH:24][C:16]=2[N:11]2[CH2:10][CH:9]3[N:8]([CH:1]([C:2]4[CH:7]=[CH:6][CH:5]=[CH:4][CH:3]=4)[CH3:39])[CH:13]([CH2:14][CH2:15]3)[CH2:12]2)[C:20]1=[O:25]. The yield is 0.380. (2) The reactants are [Br:1][C:2]1[C:10]([F:11])=[CH:9][CH:8]=[CH:7][C:3]=1[C:4]([OH:6])=[O:5].[N+:12]([O-])([OH:14])=[O:13]. The catalyst is OS(O)(=O)=O. The product is [Br:1][C:2]1[C:10]([F:11])=[CH:9][CH:8]=[C:7]([N+:12]([O-:14])=[O:13])[C:3]=1[C:4]([OH:6])=[O:5]. The yield is 0.770. (3) The reactants are C[O-].[Na+].[NH:4]1[C:12]2[C:7](=[CH:8][C:9]([NH:13][S:14]([C:17]3[C:26]4[C:21](=[CH:22][CH:23]=[CH:24][CH:25]=4)[CH:20]=[CH:19][CH:18]=3)(=[O:16])=[O:15])=[CH:10][CH:11]=2)[CH:6]=[CH:5]1.[CH3:27][N:28]1[CH2:33][CH2:32][C:31](=O)[CH2:30][CH2:29]1. The catalyst is CO. The product is [CH3:27][N:28]1[CH2:29][CH:30]=[C:31]([C:6]2[C:7]3[C:12](=[CH:11][CH:10]=[C:9]([NH:13][S:14]([C:17]4[C:26]5[C:21](=[CH:22][CH:23]=[CH:24][CH:25]=5)[CH:20]=[CH:19][CH:18]=4)(=[O:15])=[O:16])[CH:8]=3)[NH:4][CH:5]=2)[CH2:32][CH2:33]1. The yield is 0.520. (4) The reactants are [Cl:1][C:2]1[CH:3]=[C:4]([NH:9][C:10]([N:12]2[CH2:17][CH2:16][N:15]([CH2:18][C@@H:19]3[O:24][CH2:23][CH2:22][NH:21][CH2:20]3)[CH2:14][CH2:13]2)=[O:11])[CH:5]=[CH:6][C:7]=1[F:8].[CH3:25][C:26](=O)[CH2:27][CH3:28].C(O[BH-](OC(=O)C)OC(=O)C)(=O)C.[Na+].[OH-].[Na+]. The catalyst is C1COCC1.CC(C)[O-].CC(C)[O-].CC(C)[O-].CC(C)[O-].[Ti+4].C(Cl)Cl. The product is [Cl:1][C:2]1[CH:3]=[C:4]([NH:9][C:10]([N:12]2[CH2:17][CH2:16][N:15]([CH2:18][C@H:19]3[O:24][CH2:23][CH2:22][N:21]([C@H:26]([CH3:25])[CH2:27][CH3:28])[CH2:20]3)[CH2:14][CH2:13]2)=[O:11])[CH:5]=[CH:6][C:7]=1[F:8]. The yield is 0.130. (5) The reactants are [OH:1][CH:2]([C:4]1[CH:9]=[CH:8][C:7]([CH3:10])=[C:6]([F:11])[CH:5]=1)[CH3:3].C1C=C[NH+]=CC=1.[O-][Cr](Cl)(=O)=O. The catalyst is C(Cl)Cl. The product is [F:11][C:6]1[CH:5]=[C:4]([C:2](=[O:1])[CH3:3])[CH:9]=[CH:8][C:7]=1[CH3:10]. The yield is 0.860. (6) The catalyst is C1(C)C=CC=CC=1.C1C=CC(/C=C/C(/C=C/C2C=CC=CC=2)=O)=CC=1.C1C=CC(/C=C/C(/C=C/C2C=CC=CC=2)=O)=CC=1.C1C=CC(/C=C/C(/C=C/C2C=CC=CC=2)=O)=CC=1.[Pd].[Pd]. The product is [CH:11]1([CH:10]([NH:17][C:18]2[CH:23]=[CH:22][C:21]([C:24]([N:26]([CH3:34])[CH2:27][CH2:28][C:29]([O:31][CH2:32][CH3:33])=[O:30])=[O:25])=[CH:20][CH:19]=2)[C:8]2[O:9][C:5]3[CH:4]=[CH:3][C:2]([C:42]4[C:38]([CH3:37])=[N:39][O:40][C:41]=4[CH3:46])=[CH:36][C:6]=3[C:7]=2[CH3:35])[CH2:16][CH2:15][CH2:14][CH2:13][CH2:12]1. The yield is 0.230. The reactants are Br[C:2]1[CH:3]=[CH:4][C:5]2[O:9][C:8]([CH:10]([NH:17][C:18]3[CH:23]=[CH:22][C:21]([C:24]([N:26]([CH3:34])[CH2:27][CH2:28][C:29]([O:31][CH2:32][CH3:33])=[O:30])=[O:25])=[CH:20][CH:19]=3)[CH:11]3[CH2:16][CH2:15][CH2:14][CH2:13][CH2:12]3)=[C:7]([CH3:35])[C:6]=2[CH:36]=1.[CH3:37][C:38]1[C:42](B(O)O)=[C:41]([CH3:46])[O:40][N:39]=1.C(=O)([O-])[O-].[Na+].[Na+].C1(P(C2CCCCC2)C2C=CC=CC=2C2C(OC)=CC=CC=2OC)CCCCC1. (7) The reactants are [NH2:1][C:2]1[C:7]([C:8]([NH:10][CH2:11][CH3:12])=[O:9])=[CH:6][N:5]=[CH:4][C:3]=1[N+:13]([O-])=O. The catalyst is CO.[Pd]. The product is [NH2:1][C:2]1[C:7]([C:8]([NH:10][CH2:11][CH3:12])=[O:9])=[CH:6][N:5]=[CH:4][C:3]=1[NH2:13]. The yield is 0.519.